This data is from Full USPTO retrosynthesis dataset with 1.9M reactions from patents (1976-2016). The task is: Predict the reactants needed to synthesize the given product. (1) Given the product [O:18]1[CH2:20][CH:19]1[CH2:21][N:15]1[CH2:16][CH2:17][N:12]([C:10]2[S:9][N:8]=[C:7]([C:1]3[CH:2]=[CH:3][CH:4]=[CH:5][CH:6]=3)[N:11]=2)[CH2:13][CH2:14]1, predict the reactants needed to synthesize it. The reactants are: [C:1]1([C:7]2[N:11]=[C:10]([N:12]3[CH2:17][CH2:16][NH:15][CH2:14][CH2:13]3)[S:9][N:8]=2)[CH:6]=[CH:5][CH:4]=[CH:3][CH:2]=1.[O:18]1[CH2:20][CH:19]1[CH2:21]OS(C1C=CC=C([N+]([O-])=O)C=1)(=O)=O. (2) The reactants are: Cl.Cl.Cl.[O:4]1[C:12]2[CH:11]=[CH:10][N:9]=[C:8]([N:13]3[CH2:18][CH2:17][N:16]([CH2:19][CH2:20][C@H:21]4[CH2:26][CH2:25][C@H:24]([NH2:27])[CH2:23][CH2:22]4)[CH2:15][CH2:14]3)[C:7]=2[CH2:6][CH2:5]1.[C:28]1([S:34](Cl)(=[O:36])=[O:35])[CH:33]=[CH:32][CH:31]=[CH:30][CH:29]=1. Given the product [O:4]1[C:12]2[CH:11]=[CH:10][N:9]=[C:8]([N:13]3[CH2:18][CH2:17][N:16]([CH2:19][CH2:20][C@H:21]4[CH2:26][CH2:25][C@H:24]([NH:27][S:34]([C:28]5[CH:33]=[CH:32][CH:31]=[CH:30][CH:29]=5)(=[O:36])=[O:35])[CH2:23][CH2:22]4)[CH2:15][CH2:14]3)[C:7]=2[CH2:6][CH2:5]1, predict the reactants needed to synthesize it. (3) The reactants are: [CH3:1][O:2][C:3](=[O:15])[C:4]1[CH:9]=[CH:8][C:7]([C:10]([F:13])([F:12])[F:11])=[C:6]([OH:14])[CH:5]=1.[F:16][C:17]([F:30])([F:29])[S:18](O[S:18]([C:17]([F:30])([F:29])[F:16])(=[O:20])=[O:19])(=[O:20])=[O:19].C(=O)(O)[O-].[Na+]. Given the product [CH3:1][O:2][C:3](=[O:15])[C:4]1[CH:9]=[CH:8][C:7]([C:10]([F:13])([F:12])[F:11])=[C:6]([O:14][S:18]([C:17]([F:30])([F:29])[F:16])(=[O:20])=[O:19])[CH:5]=1, predict the reactants needed to synthesize it. (4) Given the product [CH:20]1[C:19]2[C:18]3[C:9](=[O:10])[C:8]4[CH:11]=[CH:12][CH:13]=[CH:14][C:7]=4[C:4]=3[O:6][C:15](=[O:16])[C:24]=2[CH:23]=[CH:22][CH:21]=1, predict the reactants needed to synthesize it. The reactants are: C[O-].[Na+].[C:4]([C:7]1[CH:14]=[CH:13][CH:12]=[CH:11][C:8]=1[CH:9]=[O:10])([OH:6])=O.[C:15]1([C:24]2[C:19](=[CH:20][CH:21]=[CH:22][CH:23]=2)[CH2:18]O1)=[O:16].